Dataset: Reaction yield outcomes from USPTO patents with 853,638 reactions. Task: Predict the reaction yield, written as a fraction of the theoretical maximum amount of product (1.0 means a 100% yield; for example, 0.34 means a 34% yield). The reactants are [NH2:1][C:2]1[S:3][C:4]2[CH:10]=[C:9]([CH2:11][OH:12])[CH:8]=[CH:7][C:5]=2[N:6]=1. The catalyst is C1COCC1.O=[Mn]=O. The product is [NH2:1][C:2]1[S:3][C:4]2[CH:10]=[C:9]([CH:11]=[O:12])[CH:8]=[CH:7][C:5]=2[N:6]=1. The yield is 0.870.